From a dataset of Forward reaction prediction with 1.9M reactions from USPTO patents (1976-2016). Predict the product of the given reaction. (1) Given the reactants Cl.[CH3:2][O:3][C:4]1[CH:12]=[C:11]2[C:7]([C:8]3[CH:16]=[CH:15][N:14]=[C:13]([CH3:17])[C:9]=3[NH:10]2)=[CH:6][CH:5]=1.C1COCC1.[H-].[Na+].Cl[CH2:26][CH2:27][N:28]([CH3:36])[C:29](=[O:35])[O:30][C:31]([CH3:34])([CH3:33])[CH3:32], predict the reaction product. The product is: [CH3:2][O:3][C:4]1[CH:12]=[C:11]2[C:7]([C:8]3[CH:16]=[CH:15][N:14]=[C:13]([CH3:17])[C:9]=3[N:10]2[CH2:26][CH2:27][N:28]([CH3:36])[C:29](=[O:35])[O:30][C:31]([CH3:33])([CH3:32])[CH3:34])=[CH:6][CH:5]=1. (2) Given the reactants [F:1][C:2]([F:8])([CH:5]([F:7])[F:6])[CH2:3][OH:4].[F:9][C:10]([F:23])([F:22])[S:11](O[S:11]([C:10]([F:23])([F:22])[F:9])(=[O:13])=[O:12])(=[O:13])=[O:12], predict the reaction product. The product is: [F:9][C:10]([F:23])([F:22])[S:11]([O:4][CH2:3][C:2]([F:8])([F:1])[CH:5]([F:7])[F:6])(=[O:13])=[O:12]. (3) Given the reactants [CH:1](=[O:8])[C:2]1[CH:7]=[CH:6][CH:5]=[CH:4][CH:3]=1.[N+:9]([CH3:12])([O-:11])=[O:10], predict the reaction product. The product is: [N+:9]([CH2:12][CH:1]([C:2]1[CH:7]=[CH:6][CH:5]=[CH:4][CH:3]=1)[OH:8])([O-:11])=[O:10]. (4) Given the reactants [F-:1].[K+].Cl[C:4]1[CH:13]=[C:12]([C:14]([NH:16][CH2:17][CH2:18][N:19]([CH2:22][CH3:23])[CH2:20][CH3:21])=[O:15])[C:11]2[C:6](=[CH:7][CH:8]=[C:9]([I:24])[CH:10]=2)[N:5]=1.O, predict the reaction product. The product is: [CH2:20]([N:19]([CH2:22][CH3:23])[CH2:18][CH2:17][NH:16][C:14]([C:12]1[C:11]2[C:6](=[CH:7][CH:8]=[C:9]([I:24])[CH:10]=2)[N:5]=[C:4]([F:1])[CH:13]=1)=[O:15])[CH3:21]. (5) Given the reactants [Br:1][C:2]1[CH:3]=[CH:4][C:5]([O:29]C)=[C:6]2[C:11]=1[CH:10]([NH:12][C:13]1[CH:21]=[CH:20][CH:19]=[C:18]3[C:14]=1[CH:15]=[N:16][NH:17]3)[C:9]([C:23]([F:26])([F:25])[F:24])([OH:22])[CH2:8][C:7]2([CH3:28])[CH3:27].B(Br)(Br)Br.C(=O)(O)[O-].[Na+], predict the reaction product. The product is: [Br:1][C:2]1[C:11]2[CH:10]([NH:12][C:13]3[CH:21]=[CH:20][CH:19]=[C:18]4[C:14]=3[CH:15]=[N:16][NH:17]4)[C:9]([C:23]([F:24])([F:25])[F:26])([OH:22])[CH2:8][C:7]([CH3:27])([CH3:28])[C:6]=2[C:5]([OH:29])=[CH:4][CH:3]=1. (6) Given the reactants [CH3:1][O:2][C:3]([C:5]1[S:6][CH:7]=[C:8](Br)[CH:9]=1)=[O:4].C(N(CC)CC)C.[CH2:18]([OH:22])[CH2:19][C:20]#[CH:21], predict the reaction product. The product is: [CH3:1][O:2][C:3]([C:5]1[S:6][CH:7]=[C:8]([C:21]#[C:20][CH2:19][CH2:18][OH:22])[CH:9]=1)=[O:4]. (7) Given the reactants [N:1]1[C:9]2[CH:8]=[CH:7][N:6]=[CH:5][C:4]=2[N:3]([C:10]2[S:14][C:13]([C:15]([O:17]C)=O)=[C:12]([O:19][CH:20]([C:22]3[CH:27]=[CH:26][CH:25]=[CH:24][C:23]=3[C:28]([F:31])([F:30])[F:29])[CH3:21])[CH:11]=2)[CH:2]=1.[NH3:32], predict the reaction product. The product is: [N:1]1[C:9]2[CH:8]=[CH:7][N:6]=[CH:5][C:4]=2[N:3]([C:10]2[S:14][C:13]([C:15]([NH2:32])=[O:17])=[C:12]([O:19][CH:20]([C:22]3[CH:27]=[CH:26][CH:25]=[CH:24][C:23]=3[C:28]([F:29])([F:30])[F:31])[CH3:21])[CH:11]=2)[CH:2]=1. (8) Given the reactants COC1C=CC(CCC2C=CC(OC)=CC=2)=C(C2C=CC(O)=CC=2)C=1.Cl.ClCCN1CCCCC1.C[O:37][C:38]1[CH:39]=[CH:40][C:41]([CH2:59][CH2:60][C:61]2[CH:66]=[CH:65][C:64]([O:67]C)=[CH:63][CH:62]=2)=[C:42]([C:44]2[CH:49]=[CH:48][C:47]([O:50][CH2:51][CH2:52][N:53]3[CH2:58][CH2:57][CH2:56][CH2:55][CH2:54]3)=[CH:46][CH:45]=2)[CH:43]=1, predict the reaction product. The product is: [OH:67][C:64]1[CH:65]=[CH:66][C:61]([CH2:60][CH2:59][C:41]2[C:42]([C:44]3[CH:49]=[CH:48][C:47]([O:50][CH2:51][CH2:52][N:53]4[CH2:58][CH2:57][CH2:56][CH2:55][CH2:54]4)=[CH:46][CH:45]=3)=[CH:43][C:38]([OH:37])=[CH:39][CH:40]=2)=[CH:62][CH:63]=1.